Dataset: Catalyst prediction with 721,799 reactions and 888 catalyst types from USPTO. Task: Predict which catalyst facilitates the given reaction. (1) Reactant: [F:1][C:2]1[CH:7]=[CH:6][C:5]([C:8]2[N:9]([CH2:31][CH2:32][C@H:33]3[O:38]C(C)(C)[O:36][C@@H:35]([CH2:41][C:42]([O:44][CH2:45]/[CH:46]=[CH:47]\[CH2:48][OH:49])=[O:43])[CH2:34]3)[C:10]([CH:28]([CH3:30])[CH3:29])=[C:11]([C:19](=[O:27])[NH:20][C:21]3[CH:26]=[CH:25][CH:24]=[CH:23][CH:22]=3)[C:12]=2[C:13]2[CH:18]=[CH:17][CH:16]=[CH:15][CH:14]=2)=[CH:4][CH:3]=1. Product: [F:1][C:2]1[CH:7]=[CH:6][C:5]([C:8]2[N:9]([CH2:31][CH2:32][C@@H:33]([OH:38])[CH2:34][C@@H:35]([OH:36])[CH2:41][C:42]([O:44][CH2:45]/[CH:46]=[CH:47]\[CH2:48][OH:49])=[O:43])[C:10]([CH:28]([CH3:30])[CH3:29])=[C:11]([C:19](=[O:27])[NH:20][C:21]3[CH:26]=[CH:25][CH:24]=[CH:23][CH:22]=3)[C:12]=2[C:13]2[CH:14]=[CH:15][CH:16]=[CH:17][CH:18]=2)=[CH:4][CH:3]=1. The catalyst class is: 5. (2) Reactant: [C:1]([C:13]1[CH:22]=[C:21]2[C:16]([CH:17]=[CH:18][C:19]([O:23][CH3:24])=[CH:20]2)=[CH:15][CH:14]=1)#[C:2][CH2:3][CH2:4][CH2:5][CH2:6][CH2:7][CH2:8][CH2:9][CH2:10][CH2:11][CH3:12].CCCCCC. Product: [CH2:1]([C:13]1[CH:22]=[C:21]2[C:16]([CH:17]=[CH:18][C:19]([O:23][CH3:24])=[CH:20]2)=[CH:15][CH:14]=1)[CH2:2][CH2:3][CH2:4][CH2:5][CH2:6][CH2:7][CH2:8][CH2:9][CH2:10][CH2:11][CH3:12]. The catalyst class is: 787.